Dataset: Full USPTO retrosynthesis dataset with 1.9M reactions from patents (1976-2016). Task: Predict the reactants needed to synthesize the given product. (1) Given the product [F:27][C:16]([F:15])([F:26])[C:17]1[C:25]2[CH2:24][CH2:23][CH2:22][CH2:21][C:20]=2[N:19]([C:2]2[CH:7]=[CH:6][C:5]([CH2:8][N:9]3[CH2:13][CH2:12][CH2:11][C:10]3=[O:14])=[CH:4][CH:3]=2)[N:18]=1, predict the reactants needed to synthesize it. The reactants are: I[C:2]1[CH:7]=[CH:6][C:5]([CH2:8][N:9]2[CH2:13][CH2:12][CH2:11][C:10]2=[O:14])=[CH:4][CH:3]=1.[F:15][C:16]([F:27])([F:26])[C:17]1[C:25]2[CH2:24][CH2:23][CH2:22][CH2:21][C:20]=2[NH:19][N:18]=1. (2) Given the product [N+:1]([C:4]1[CH:5]=[C:6]([C:10]([C:12]2[C:20]3[C:15](=[N:16][CH:17]=[C:18]([C:21]4[CH:22]=[N:23][CH:24]=[CH:25][CH:26]=4)[CH:19]=3)[N:14]([S:47]([C:44]3[CH:45]=[CH:46][C:41]([CH3:51])=[CH:42][CH:43]=3)(=[O:49])=[O:48])[CH:13]=2)=[O:11])[CH:7]=[CH:8][CH:9]=1)([O-:3])=[O:2], predict the reactants needed to synthesize it. The reactants are: [N+:1]([C:4]1[CH:5]=[C:6]([C:10]([C:12]2[C:20]3[C:15](=[N:16][CH:17]=[C:18]([C:21]4[CH:22]=[N:23][CH:24]=[CH:25][CH:26]=4)[CH:19]=3)[NH:14][CH:13]=2)=[O:11])[CH:7]=[CH:8][CH:9]=1)([O-:3])=[O:2].C([N-]C(C)C)(C)C.[Li+].C1CCCCC1.[C:41]1([CH3:51])[CH:46]=[CH:45][C:44]([S:47](Cl)(=[O:49])=[O:48])=[CH:43][CH:42]=1. (3) The reactants are: Cl.[CH:2]([O:5][CH:6]1[CH2:11][CH2:10][NH:9][CH2:8][CH2:7]1)([CH3:4])[CH3:3].C(N(CC)CC)C.[O:19]=[C:20]1[C:29]2[CH2:28][CH2:27][CH2:26][CH2:25][C:24]=2[C:23]([CH2:30][C:31]2[CH:32]=[C:33]([CH:37]=[CH:38][CH:39]=2)[C:34](O)=[O:35])=[N:22][NH:21]1.F[P-](F)(F)(F)(F)F.N1(OC(N(C)C)=[N+](C)C)C2C=CC=CC=2N=N1. Given the product [CH:2]([O:5][CH:6]1[CH2:11][CH2:10][N:9]([C:34]([C:33]2[CH:32]=[C:31]([CH:39]=[CH:38][CH:37]=2)[CH2:30][C:23]2[C:24]3[CH2:25][CH2:26][CH2:27][CH2:28][C:29]=3[C:20](=[O:19])[NH:21][N:22]=2)=[O:35])[CH2:8][CH2:7]1)([CH3:4])[CH3:3], predict the reactants needed to synthesize it. (4) Given the product [C:22]([O:21][C:19]([N:16]1[CH2:15][CH2:14][N:13]([CH2:12][C:9]2[CH:10]=[CH:11][C:6]([NH2:5])=[CH:7][C:8]=2[C:29]([F:32])([F:30])[F:31])[CH2:18][CH2:17]1)=[O:20])(=[O:41])[C:23]1[CH:28]=[CH:27][CH:26]=[CH:25][CH:24]=1, predict the reactants needed to synthesize it. The reactants are: FC(F)(F)C([NH:5][C:6]1[CH:11]=[CH:10][C:9]([CH2:12][N:13]2[CH2:18][CH2:17][N:16]([C:19]([O:21][CH2:22][C:23]3[CH:28]=[CH:27][CH:26]=[CH:25][CH:24]=3)=[O:20])[CH2:15][CH2:14]2)=[C:8]([C:29]([F:32])([F:31])[F:30])[CH:7]=1)=O.C([O-])([O-])=O.[K+].[K+].[OH2:41]. (5) Given the product [CH2:1]([O:3][C:4]([C:6]1[NH:7][C:8]2[C:13]([C:14]=1[CH:15]([C:26]1[CH:31]=[CH:30][C:29]([O:32][CH:33]3[CH2:34][CH2:35][CH2:36][CH2:37]3)=[CH:28][CH:27]=1)[CH:16]([NH:22][C:23](=[O:25])[CH3:24])[C:17]([O:19][CH2:20][CH3:21])=[O:18])=[CH:12][C:11]([C:38]1[CH:43]=[CH:42][C:41]([C:44]([F:46])([F:45])[F:47])=[CH:40][CH:39]=1)=[CH:10][CH:9]=2)=[O:5])[CH3:2], predict the reactants needed to synthesize it. The reactants are: [CH2:1]([O:3][C:4]([C:6]1[NH:7][C:8]2[C:13]([C:14]=1[C:15]([C:26]1[CH:31]=[CH:30][C:29]([O:32][CH:33]3[CH2:37][CH2:36][CH2:35][CH2:34]3)=[CH:28][CH:27]=1)=[C:16]([NH:22][C:23](=[O:25])[CH3:24])[C:17]([O:19][CH2:20][CH3:21])=[O:18])=[CH:12][C:11]([C:38]1[CH:43]=[CH:42][C:41]([C:44]([F:47])([F:46])[F:45])=[CH:40][CH:39]=1)=[CH:10][CH:9]=2)=[O:5])[CH3:2].C1COCC1. (6) Given the product [Cl:8][C:5]1[CH:6]=[CH:7][C:2]([N:12]2[CH2:11][CH2:10][N:9]([C:15]([O:17][C:18]([CH3:21])([CH3:20])[CH3:19])=[O:16])[CH2:14][CH2:13]2)=[CH:3][CH:4]=1, predict the reactants needed to synthesize it. The reactants are: Br[C:2]1[CH:7]=[CH:6][C:5]([Cl:8])=[CH:4][CH:3]=1.[N:9]1([C:15]([O:17][C:18]([CH3:21])([CH3:20])[CH3:19])=[O:16])[CH2:14][CH2:13][NH:12][CH2:11][CH2:10]1.CC([O-])(C)C.[Na+].